This data is from Full USPTO retrosynthesis dataset with 1.9M reactions from patents (1976-2016). The task is: Predict the reactants needed to synthesize the given product. (1) Given the product [NH2:12][CH2:11][CH2:10][C@H:9]([NH:5][C:6](=[O:8])[O:7][C:15]([CH3:17])([CH3:16])[CH3:14])[CH3:13], predict the reactants needed to synthesize it. The reactants are: CC([N:5]([C@H:9]([CH3:13])[CH2:10][CH2:11][NH2:12])[C:6](=[O:8])[O-:7])(C)C.[CH3:14][C:15](N([C@H](C)CC#N)C(=O)[O-])([CH3:17])[CH3:16].N. (2) Given the product [F:13][C:14]([F:21])([F:20])[C:15](=[CH2:19])[C:16]([O:18][CH:2]([O:12][CH2:11][C:1]12[CH2:8][CH:7]3[CH2:6][CH:5]([CH2:4][CH:3]([CH2:9]3)[CH2:2]1)[CH2:10]2)[CH:1]([CH3:10])[CH3:8])=[O:17], predict the reactants needed to synthesize it. The reactants are: [C:1]12([CH2:11][OH:12])[CH2:10][CH:5]3[CH2:6][CH:7]([CH2:9][CH:3]([CH2:4]3)[CH2:2]1)[CH2:8]2.[F:13][C:14]([F:21])([F:20])[C:15](=[CH2:19])[C:16]([OH:18])=[O:17]. (3) Given the product [N+:1]([C:4]1[C:5]([CH2:14][NH:15][S:16]([C:18]([CH3:21])([CH3:20])[CH3:19])=[O:17])=[CH:6][CH:7]=[C:8]2[C:13]=1[N:12]=[CH:11][CH:10]=[CH:9]2)([O-:3])=[O:2], predict the reactants needed to synthesize it. The reactants are: [N+:1]([C:4]1[C:5](/[CH:14]=[N:15]/[S:16]([C:18]([CH3:21])([CH3:20])[CH3:19])=[O:17])=[CH:6][CH:7]=[C:8]2[C:13]=1[N:12]=[CH:11][CH:10]=[CH:9]2)([O-:3])=[O:2].[BH4-].[Na+]. (4) Given the product [N+:24]([C:27]1[CH:28]=[C:29]([CH:32]=[C:33]([N+:35]([O-:37])=[O:36])[CH:34]=1)[CH2:30][O:1][C:2]1[CH:3]=[C:4]2[C:13](=[CH:14][CH:15]=1)[C:12]([C:16]1[CH:21]=[CH:20][CH:19]=[CH:18][C:17]=1[CH3:22])=[C:11]1[C:6](=[CH:7][C:8](=[O:23])[CH:9]=[CH:10]1)[O:5]2)([O-:26])=[O:25], predict the reactants needed to synthesize it. The reactants are: [OH:1][C:2]1[CH:3]=[C:4]2[C:13](=[CH:14][CH:15]=1)[C:12]([C:16]1[CH:21]=[CH:20][CH:19]=[CH:18][C:17]=1[CH3:22])=[C:11]1[C:6](=[CH:7][C:8](=[O:23])[CH:9]=[CH:10]1)[O:5]2.[N+:24]([C:27]1[CH:28]=[C:29]([CH:32]=[C:33]([N+:35]([O-:37])=[O:36])[CH:34]=1)[CH2:30]Br)([O-:26])=[O:25].C(=O)([O-])[O-].[Cs+].[Cs+].[Al]. (5) The reactants are: [Cl:1][C:2]1[CH:3]=[CH:4][C:5]2[N:11]3[CH2:12][C@H:8]([CH2:9][CH2:10]3)[NH:7][C:6]=2[N:13]=1.[N:14]1[CH:19]=[CH:18][CH:17]=[CH:16][C:15]=1[NH:20][C:21](=O)[O:22]C1C=CC=CC=1. Given the product [Cl:1][C:2]1[CH:3]=[CH:4][C:5]2[N:11]3[CH2:12][C@H:8]([CH2:9][CH2:10]3)[N:7]([C:21]([NH:20][C:15]3[CH:16]=[CH:17][CH:18]=[CH:19][N:14]=3)=[O:22])[C:6]=2[N:13]=1, predict the reactants needed to synthesize it. (6) Given the product [CH2:1]([O:3][C:4](=[O:18])[CH2:5][CH:6]1[O:10][B:9]([OH:11])[C:8]2[CH:12]=[C:13]([O:17][C:22]3[CH:27]=[N:26][C:25]([C:28]#[N:29])=[CH:24][N:23]=3)[CH:14]=[C:15]([CH3:16])[C:7]1=2)[CH3:2], predict the reactants needed to synthesize it. The reactants are: [CH2:1]([O:3][C:4](=[O:18])[CH2:5][CH:6]1[O:10][B:9]([OH:11])[C:8]2[CH:12]=[C:13]([OH:17])[CH:14]=[C:15]([CH3:16])[C:7]1=2)[CH3:2].[H-].[Na+].Br[C:22]1[N:23]=[CH:24][C:25]([C:28]#[N:29])=[N:26][CH:27]=1. (7) Given the product [Pd:61].[CH2:1]([C:5]1([CH2:49][CH2:50][CH2:51][CH3:52])[C:17]2[CH:16]=[C:15]([C:18]3[CH:19]=[N:20][N:21]([C:23]4[CH:24]=[C:25]([CH:46]=[CH:47][CH:48]=4)[O:26][C:27]4[CH:39]=[CH:38][C:37]5[C:36]6[C:31](=[CH:32][CH:33]=[CH:34][CH:35]=6)[N:30]([C:40]6[CH:45]=[CH:44][CH:43]=[CH:42][N:41]=6)[C:29]=5[CH:28]=4)[CH:22]=3)[CH:14]=[CH:13][C:12]=2[C:11]2[C:6]1=[CH:7][CH:8]=[CH:9][CH:10]=2)[CH2:2][CH2:3][CH3:4], predict the reactants needed to synthesize it. The reactants are: [CH2:1]([C:5]1([CH2:49][CH2:50][CH2:51][CH3:52])[C:17]2[CH:16]=[C:15]([C:18]3[CH:19]=[N:20][N:21]([C:23]4[CH:24]=[C:25]([CH:46]=[CH:47][CH:48]=4)[O:26][C:27]4[CH:39]=[CH:38][C:37]5[C:36]6[C:31](=[CH:32][CH:33]=[CH:34][CH:35]=6)[N:30]([C:40]6[CH:45]=[CH:44][CH:43]=[CH:42][N:41]=6)[C:29]=5[CH:28]=4)[CH:22]=3)[CH:14]=[CH:13][C:12]=2[C:11]2[C:6]1=[CH:7][CH:8]=[CH:9][CH:10]=2)[CH2:2][CH2:3][CH3:4].CC([O-])=O.CC([O-])=O.[Pd+2:61].